From a dataset of Serine/threonine kinase 33 screen with 319,792 compounds. Binary Classification. Given a drug SMILES string, predict its activity (active/inactive) in a high-throughput screening assay against a specified biological target. The molecule is Fc1c(N2CCN(CC2)C)cc2n(cc(c(=O)c2c1)C(=O)NC(c1ccccc1)C)CC. The result is 0 (inactive).